This data is from Catalyst prediction with 721,799 reactions and 888 catalyst types from USPTO. The task is: Predict which catalyst facilitates the given reaction. (1) Reactant: [OH2:1].[OH-].[Li+].FC(F)(F)S([O-])(=O)=O.[CH2:12]([C@@:15]1([CH3:41])[CH2:20][C@H:19]([C:21]2[CH:26]=[CH:25][CH:24]=[C:23]([Cl:27])[CH:22]=2)[C@@H:18]([C:28]2[CH:33]=[CH:32][C:31]([Cl:34])=[CH:30][CH:29]=2)[N+:17]2[C@@H:35]([CH:38]([CH3:40])[CH3:39])[CH2:36][O:37][C:16]1=2)[CH:13]=[CH2:14]. Product: [CH2:12]([C@@:15]1([CH3:41])[CH2:20][C@H:19]([C:21]2[CH:26]=[CH:25][CH:24]=[C:23]([Cl:27])[CH:22]=2)[C@@H:18]([C:28]2[CH:33]=[CH:32][C:31]([Cl:34])=[CH:30][CH:29]=2)[N:17]([C@@H:35]([CH:38]([CH3:40])[CH3:39])[CH2:36][OH:1])[C:16]1=[O:37])[CH:13]=[CH2:14]. The catalyst class is: 30. (2) Reactant: [Br:1][C:2]1[CH:3]=[C:4]([CH3:17])[C:5]2[N:9]=[C:8]([CH2:10][CH2:11][CH3:12])[N:7]([CH2:13][CH2:14][OH:15])[C:6]=2[CH:16]=1.CCN(CC)CC.[CH3:25][S:26](Cl)(=[O:28])=[O:27]. Product: [CH3:25][S:26]([O:15][CH2:14][CH2:13][N:7]1[C:6]2[CH:16]=[C:2]([Br:1])[CH:3]=[C:4]([CH3:17])[C:5]=2[N:9]=[C:8]1[CH2:10][CH2:11][CH3:12])(=[O:28])=[O:27]. The catalyst class is: 2. (3) Reactant: [CH3:1][S:2](Cl)(=[O:4])=[O:3].[CH3:6][C:7]1[N:11]([CH:12]([CH3:14])[CH3:13])[C:10]([C:15]2[CH:20]=[CH:19][N:18]=[C:17]([NH:21][CH:22]3[CH2:27][CH2:26][CH:25]([NH2:28])[CH2:24][CH2:23]3)[N:16]=2)=[CH:9][N:8]=1.C(N(CC)CC)C.N. Product: [CH3:6][C:7]1[N:11]([CH:12]([CH3:14])[CH3:13])[C:10]([C:15]2[CH:20]=[CH:19][N:18]=[C:17]([NH:21][CH:22]3[CH2:23][CH2:24][CH:25]([NH:28][S:2]([CH3:1])(=[O:4])=[O:3])[CH2:26][CH2:27]3)[N:16]=2)=[CH:9][N:8]=1. The catalyst class is: 2.